From a dataset of Reaction yield outcomes from USPTO patents with 853,638 reactions. Predict the reaction yield, written as a fraction of the theoretical maximum amount of product (1.0 means a 100% yield; for example, 0.34 means a 34% yield). (1) The reactants are [CH:1]([N:14]1[CH2:17][C:16]([CH2:20][CH3:21])([C:18]#[N:19])[CH2:15]1)([C:8]1[CH:13]=[CH:12][CH:11]=[CH:10][CH:9]=1)[C:2]1[CH:7]=[CH:6][CH:5]=[CH:4][CH:3]=1.[H-].[H-].[H-].[H-].[Li+].[Al+3].C(OCC)C.[OH-].[Na+]. The yield is 0.920. The product is [CH:1]([N:14]1[CH2:17][C:16]([CH2:18][NH2:19])([CH2:20][CH3:21])[CH2:15]1)([C:8]1[CH:13]=[CH:12][CH:11]=[CH:10][CH:9]=1)[C:2]1[CH:3]=[CH:4][CH:5]=[CH:6][CH:7]=1. The catalyst is C1COCC1.O. (2) The reactants are [Cl:1][C:2]1[CH:7]=[CH:6][C:5]([Cl:8])=[CH:4][C:3]=1[OH:9].[H-].[Na+].Cl[C:13]1[CH:18]=[CH:17][C:16]([N+:19]([O-:21])=[O:20])=[CH:15][C:14]=1[S:22]([N:25]1[CH2:30][CH2:29][N:28]([C:31]([O:33][C:34]([CH3:37])([CH3:36])[CH3:35])=[O:32])[CH2:27][CH2:26]1)(=[O:24])=[O:23].C1OCCOCCOCCOCCOCCOC1.C([O-])([O-])=O.[K+].[K+]. The catalyst is C1COCC1.O.CN(C=O)C. The product is [Cl:1][C:2]1[CH:7]=[CH:6][C:5]([Cl:8])=[CH:4][C:3]=1[O:9][C:13]1[CH:18]=[CH:17][C:16]([N+:19]([O-:21])=[O:20])=[CH:15][C:14]=1[S:22]([N:25]1[CH2:30][CH2:29][N:28]([C:31]([O:33][C:34]([CH3:37])([CH3:36])[CH3:35])=[O:32])[CH2:27][CH2:26]1)(=[O:24])=[O:23]. The yield is 0.100. (3) The reactants are [CH3:1][O:2][C:3]([C:5]1[CH:10]=[CH:9][C:8](=[O:11])[NH:7][CH:6]=1)=[O:4].[C:12]1(B(O)O)[CH:17]=[CH:16][CH:15]=[CH:14][CH:13]=1.N1C=CC=CC=1. The catalyst is ClCCl.O.C([O-])(=O)C.[Cu+2].C([O-])(=O)C. The product is [CH3:1][O:2][C:3]([C:5]1[CH:10]=[CH:9][C:8](=[O:11])[N:7]([C:12]2[CH:17]=[CH:16][CH:15]=[CH:14][CH:13]=2)[CH:6]=1)=[O:4]. The yield is 0.560. (4) The reactants are [CH3:1][N:2]1[CH:6]=[C:5]([C:7]2[CH:8]=[C:9]3[C:14](=[CH:15][CH:16]=2)[N:13]([C:17]2[C:21]4[CH2:22][NH:23][CH2:24][CH2:25][C:20]=4[N:19]([CH:26]4[CH2:31][CH2:30][O:29][CH2:28][CH2:27]4)[N:18]=2)[CH2:12][CH2:11][CH2:10]3)[CH:4]=[N:3]1.C(O[Na])(C)(C)C.O1CCOCC1.Br[C:45]1[CH:49]=[CH:48][O:47][N:46]=1. The catalyst is Cl[Pd-3](Cl)(=C1N(C2C(C(CC)CC)=CC=CC=2C(CC)CC)C=CN1C1C(C(CC)CC)=CC=CC=1C(CC)CC)C1C(Cl)=CC=CN=1.C(Cl)Cl. The product is [CH3:1][N:2]1[CH:6]=[C:5]([C:7]2[CH:8]=[C:9]3[C:14](=[CH:15][CH:16]=2)[N:13]([C:17]2[C:21]4[CH2:22][N:23]([C:45]5[CH:49]=[CH:48][O:47][N:46]=5)[CH2:24][CH2:25][C:20]=4[N:19]([CH:26]4[CH2:31][CH2:30][O:29][CH2:28][CH2:27]4)[N:18]=2)[CH2:12][CH2:11][CH2:10]3)[CH:4]=[N:3]1. The yield is 0.200. (5) The reactants are [Cl-].O[NH3+:3].[C:4](=[O:7])([O-])[OH:5].[Na+].CS(C)=O.[F:13][C:14]1[CH:19]=[CH:18][C:17]([N:20]2[C:25](=[O:26])[C:24]([CH2:27][C:28]3[CH:33]=[CH:32][C:31]([C:34]4[C:35]([C:40]#[N:41])=[CH:36][CH:37]=[CH:38][CH:39]=4)=[CH:30][CH:29]=3)=[C:23]([CH2:42][CH2:43][CH3:44])[N:22]=[C:21]2[CH3:45])=[CH:16][CH:15]=1. The catalyst is C(OCC)(=O)C. The product is [F:13][C:14]1[CH:15]=[CH:16][C:17]([N:20]2[C:25](=[O:26])[C:24]([CH2:27][C:28]3[CH:33]=[CH:32][C:31]([C:34]4[CH:39]=[CH:38][CH:37]=[CH:36][C:35]=4[C:40]4[NH:3][C:4](=[O:7])[O:5][N:41]=4)=[CH:30][CH:29]=3)=[C:23]([CH2:42][CH2:43][CH3:44])[N:22]=[C:21]2[CH3:45])=[CH:18][CH:19]=1. The yield is 0.910. (6) The reactants are B(Br)(Br)Br.[CH2:5]([C:7]1([CH2:62][CH3:63])[C:19]2[CH:18]=[C:17]([C:20]3[CH:25]=[CH:24][C:23]([C:26]4[CH:31]=[CH:30][C:29]([O:32]CCCCCCCC)=[CH:28][CH:27]=4)=[CH:22][CH:21]=3)[CH:16]=[CH:15][C:14]=2[C:13]2[C:8]1=[CH:9][C:10]([C:41]1[CH:46]=[CH:45][C:44]([C:47]3[CH:52]=[CH:51][C:50]([O:53]CCCCCCCC)=[CH:49][CH:48]=3)=[CH:43][CH:42]=1)=[CH:11][CH:12]=2)[CH3:6]. The catalyst is C(Cl)Cl. The product is [CH2:62]([C:7]1([CH2:5][CH3:6])[C:8]2[CH:9]=[C:10]([C:41]3[CH:42]=[CH:43][C:44]([C:47]4[CH:52]=[CH:51][C:50]([OH:53])=[CH:49][CH:48]=4)=[CH:45][CH:46]=3)[CH:11]=[CH:12][C:13]=2[C:14]2[C:19]1=[CH:18][C:17]([C:20]1[CH:25]=[CH:24][C:23]([C:26]3[CH:31]=[CH:30][C:29]([OH:32])=[CH:28][CH:27]=3)=[CH:22][CH:21]=1)=[CH:16][CH:15]=2)[CH3:63]. The yield is 0.400. (7) The reactants are [Cl:1][C:2]1[N:3]=[C:4]([NH:21][C:22]2[CH:30]=[CH:29][CH:28]=[CH:27][C:23]=2[C:24]([OH:26])=O)[C:5]2[CH:10]=[CH:9][N:8]([S:11]([C:14]3[CH:19]=[CH:18][C:17]([CH3:20])=[CH:16][CH:15]=3)(=[O:13])=[O:12])[C:6]=2[N:7]=1.C(Cl)(=O)C(Cl)=O. The catalyst is C1COCC1.CN(C=O)C. The product is [ClH:1].[Cl:1][C:2]1[N:3]2[C:4](=[N:21][C:22]3[C:23]([C:24]2=[O:26])=[CH:27][CH:28]=[CH:29][CH:30]=3)[C:5]2[CH:10]=[CH:9][N:8]([S:11]([C:14]3[CH:15]=[CH:16][C:17]([CH3:20])=[CH:18][CH:19]=3)(=[O:12])=[O:13])[C:6]=2[N:7]=1. The yield is 0.950.